The task is: Predict the product of the given reaction.. This data is from Forward reaction prediction with 1.9M reactions from USPTO patents (1976-2016). (1) Given the reactants [F:1][C:2]1[CH:3]=[C:4]([C@@H:9]2[CH2:13][NH:12][CH2:11][C@H:10]2[NH:14][C:15](=[O:21])[O:16][C:17]([CH3:20])([CH3:19])[CH3:18])[CH:5]=[CH:6][C:7]=1[F:8].[F:22][C:23]([F:28])([F:27])[C@H:24]1[CH2:26][O:25]1.CCN(C(C)C)C(C)C, predict the reaction product. The product is: [F:1][C:2]1[CH:3]=[C:4]([C@@H:9]2[CH2:13][N:12]([CH2:26][C@@H:24]([OH:25])[C:23]([F:28])([F:27])[F:22])[CH2:11][C@H:10]2[NH:14][C:15](=[O:21])[O:16][C:17]([CH3:18])([CH3:20])[CH3:19])[CH:5]=[CH:6][C:7]=1[F:8]. (2) Given the reactants Br[C:2]1[CH:3]=[N:4][C:5]([Cl:8])=[N:6][CH:7]=1.[F:9][C:10]1[CH:15]=[CH:14][C:13](B(O)O)=[CH:12][CH:11]=1.C(=O)([O-])[O-].[K+].[K+], predict the reaction product. The product is: [Cl:8][C:5]1[N:4]=[CH:3][C:2]([C:13]2[CH:14]=[CH:15][C:10]([F:9])=[CH:11][CH:12]=2)=[CH:7][N:6]=1. (3) Given the reactants [CH3:1][O:2][C:3](=[O:22])[CH:4]([C:14]1[C:19]([Cl:20])=[CH:18][CH:17]=[CH:16][C:15]=1[Cl:21])[CH2:5][C:6]1[C:7](Cl)=[N:8][C:9](Cl)=[N:10][CH:11]=1.[NH2:23][C:24]1[CH:29]=[CH:28][CH:27]=[CH:26][CH:25]=1, predict the reaction product. The product is: [CH3:1][O:2][C:3](=[O:22])[CH:4]([C:14]1[C:19]([Cl:20])=[CH:18][CH:17]=[CH:16][C:15]=1[Cl:21])[CH2:5][C:6]1[C:7]([NH:23][C:24]2[CH:29]=[CH:28][CH:27]=[CH:26][CH:25]=2)=[N:8][C:9]([NH:23][C:24]2[CH:29]=[CH:28][CH:27]=[CH:26][CH:25]=2)=[N:10][CH:11]=1. (4) Given the reactants C(OCC(CC)CCCC)(=O)C=C.[CH3:14][CH2:15][CH2:16][CH2:17][CH:18]([C:21]([OH:23])=[O:22])[CH2:19][CH3:20].[OH:24][CH2:25][CH2:26][NH:27][C:28](=[O:31])[CH:29]=[CH2:30].C(N1CCCC1=O)=C, predict the reaction product. The product is: [CH3:14][CH2:15][CH2:16][CH2:17][CH:18]([C:21]([OH:23])=[O:22])[CH2:19][CH3:20].[CH2:30]=[CH:29][C:28]([NH:27][CH2:26][CH2:25][OH:24])=[O:31]. (5) Given the reactants Cl[CH2:2][CH2:3][CH2:4][O:5][C:6]1[CH:11]=[CH:10][C:9]([C:12]2[N:13]=[C:14]3[C:19]([CH3:20])=[CH:18][CH:17]=[CH:16][N:15]3[CH:21]=2)=[CH:8][CH:7]=1.[CH3:22][CH:23]([NH2:30])[C:24]1[CH:29]=[CH:28][CH:27]=[CH:26][CH:25]=1.C(NCCCC)CCC, predict the reaction product. The product is: [CH3:22][CH:23]([NH:30][CH2:2][CH2:3][CH2:4][O:5][C:6]1[CH:11]=[CH:10][C:9]([C:12]2[N:13]=[C:14]3[C:19]([CH3:20])=[CH:18][CH:17]=[CH:16][N:15]3[CH:21]=2)=[CH:8][CH:7]=1)[C:24]1[CH:29]=[CH:28][CH:27]=[CH:26][CH:25]=1. (6) Given the reactants [F:1][C:2]1[CH:7]=[CH:6][C:5]([N:8]2[C:16]3[C:11](=[CH:12][C:13](/[C:17](/[C:23]4[CH:28]=[CH:27][CH:26]=[CH:25][CH:24]=4)=[CH:18]/[C:19]([O:21][CH3:22])=[O:20])=[CH:14][CH:15]=3)[CH:10]=[N:9]2)=[CH:4][CH:3]=1, predict the reaction product. The product is: [F:1][C:2]1[CH:3]=[CH:4][C:5]([N:8]2[C:16]3[C:11](=[CH:12][C:13]([CH:17]([C:23]4[CH:24]=[CH:25][CH:26]=[CH:27][CH:28]=4)[CH2:18][C:19]([O:21][CH3:22])=[O:20])=[CH:14][CH:15]=3)[CH:10]=[N:9]2)=[CH:6][CH:7]=1.